Dataset: Full USPTO retrosynthesis dataset with 1.9M reactions from patents (1976-2016). Task: Predict the reactants needed to synthesize the given product. (1) Given the product [OH:13][CH:8]1[C@@H:9]([CH2:11][OH:12])[O:10][C@H:4]2[C@H:5]([N:6]=[C:2]([NH:1][C:16]([NH:15][CH2:18][CH3:19])=[O:17])[S:3]2)[C@H:7]1[OH:14], predict the reactants needed to synthesize it. The reactants are: [NH2:1][C:2]1[S:3][C@H:4]2[O:10][C@H:9]([CH2:11][OH:12])[C@@H:8]([OH:13])[C@H:7]([OH:14])[C@H:5]2[N:6]=1.[N:15]([CH2:18][CH3:19])=[C:16]=[O:17]. (2) Given the product [OH:26][CH2:25][CH2:24][N:22]([CH3:23])[C:3]1[C:2]([C:31]2[CH:32]=[N:27][CH:28]=[N:29][CH:30]=2)=[CH:21][C:6]([C:7]([NH:9][C:10]2[CH:15]=[CH:14][C:13]([S:16][C:17]([F:20])([F:19])[F:18])=[CH:12][CH:11]=2)=[O:8])=[CH:5][N:4]=1, predict the reactants needed to synthesize it. The reactants are: Br[C:2]1[C:3]([N:22]([CH2:24][CH2:25][OH:26])[CH3:23])=[N:4][CH:5]=[C:6]([CH:21]=1)[C:7]([NH:9][C:10]1[CH:15]=[CH:14][C:13]([S:16][C:17]([F:20])([F:19])[F:18])=[CH:12][CH:11]=1)=[O:8].[N:27]1[CH:32]=[C:31](B(O)O)[CH:30]=[N:29][CH:28]=1. (3) The reactants are: [Cl:1][C:2]1[C:3]([F:33])=[C:4]([NH:8][C:9]2[C:18]3[C:13](=[CH:14][C:15]([O:31][CH3:32])=[C:16]([CH2:19][N:20]([CH3:30])[C:21]4([C:27]([OH:29])=[O:28])[CH2:26][CH2:25][NH:24][CH2:23][CH2:22]4)[CH:17]=3)[N:12]=[CH:11][N:10]=2)[CH:5]=[CH:6][CH:7]=1.[CH2:34]=O. Given the product [Cl:1][C:2]1[C:3]([F:33])=[C:4]([NH:8][C:9]2[C:18]3[C:13](=[CH:14][C:15]([O:31][CH3:32])=[C:16]([CH2:19][N:20]([CH3:30])[C:21]4([C:27]([OH:29])=[O:28])[CH2:26][CH2:25][N:24]([CH3:34])[CH2:23][CH2:22]4)[CH:17]=3)[N:12]=[CH:11][N:10]=2)[CH:5]=[CH:6][CH:7]=1, predict the reactants needed to synthesize it. (4) The reactants are: C[O:2][C:3](=[O:15])[C:4]1[CH:9]=[C:8]([I:10])[CH:7]=[CH:6][C:5]=1[O:11][CH:12]([CH3:14])[CH3:13].[OH-].[K+].Cl. Given the product [I:10][C:8]1[CH:7]=[CH:6][C:5]([O:11][CH:12]([CH3:14])[CH3:13])=[C:4]([CH:9]=1)[C:3]([OH:15])=[O:2], predict the reactants needed to synthesize it. (5) Given the product [OH:12][C:7]1[CH:8]=[CH:9][CH:10]=[CH:11][C:6]=1[NH:5][C:2]([NH2:3])=[O:1], predict the reactants needed to synthesize it. The reactants are: [O-:1][C:2]#[N:3].[K+].[NH2:5][C:6]1[CH:11]=[CH:10][CH:9]=[CH:8][C:7]=1[OH:12]. (6) The reactants are: [CH:1]1([NH:7][C:8]2[CH:9]=[C:10]([OH:17])[CH:11]=[CH:12][C:13]=2[N+:14]([O-:16])=[O:15])[CH2:6][CH2:5][CH2:4][CH2:3][CH2:2]1.[CH3:18][O:19][C:20](=[O:27])[CH2:21][CH2:22][CH2:23][CH2:24][CH2:25]Br. Given the product [CH3:18][O:19][C:20](=[O:27])[CH2:21][CH2:22][CH2:23][CH2:24][CH2:25][O:17][C:10]1[CH:11]=[CH:12][C:13]([N+:14]([O-:16])=[O:15])=[C:8]([NH:7][CH:1]2[CH2:2][CH2:3][CH2:4][CH2:5][CH2:6]2)[CH:9]=1, predict the reactants needed to synthesize it.